Dataset: Peptide-MHC class II binding affinity with 134,281 pairs from IEDB. Task: Regression. Given a peptide amino acid sequence and an MHC pseudo amino acid sequence, predict their binding affinity value. This is MHC class II binding data. The peptide sequence is AKPDGKTDCTKEVEE. The MHC is HLA-DPA10201-DPB10501 with pseudo-sequence HLA-DPA10201-DPB10501. The binding affinity (normalized) is 0.